Dataset: Reaction yield outcomes from USPTO patents with 853,638 reactions. Task: Predict the reaction yield, written as a fraction of the theoretical maximum amount of product (1.0 means a 100% yield; for example, 0.34 means a 34% yield). (1) The reactants are Br[C:2]([CH3:9])([CH3:8])[C:3]([O:5][CH2:6][CH3:7])=[O:4].[NH:10]1[CH2:14][CH2:13][CH2:12][CH2:11]1. No catalyst specified. The product is [CH3:8][C:2]([N:10]1[CH2:14][CH2:13][CH2:12][CH2:11]1)([CH3:9])[C:3]([O:5][CH2:6][CH3:7])=[O:4]. The yield is 0.740. (2) The reactants are [F:1][C:2]([F:12])([F:11])[O:3][C:4]1[CH:5]=[C:6]([CH:8]=[CH:9][CH:10]=1)[NH2:7].N1C=CC=CC=1.C(Cl)Cl.Cl[C:23]([O:25][C:26]1[CH:31]=[CH:30][CH:29]=[CH:28][CH:27]=1)=[O:24]. The catalyst is CCOC(C)=O. The product is [F:1][C:2]([F:11])([F:12])[O:3][C:4]1[CH:5]=[C:6]([NH:7][C:23](=[O:24])[O:25][C:26]2[CH:31]=[CH:30][CH:29]=[CH:28][CH:27]=2)[CH:8]=[CH:9][CH:10]=1. The yield is 0.890. (3) The reactants are [Br:1][C:2]1[CH:3]=[CH:4][C:5]2[NH:6][C:7]3[C:12]([C:13]=2[CH:14]=1)=[CH:11][C:10]([Br:15])=[CH:9][CH:8]=3.[H-].[Na+].[C:18]([O:23][CH3:24])(=[O:22])[CH:19]1[O:21][CH2:20]1. The catalyst is CN(C=O)C. The product is [Br:15][C:10]1[CH:9]=[CH:8][C:7]2[N:6]([CH2:20][CH:19]([OH:21])[C:18]([O:23][CH3:24])=[O:22])[C:5]3[C:13]([C:12]=2[CH:11]=1)=[CH:14][C:2]([Br:1])=[CH:3][CH:4]=3. The yield is 0.320. (4) The reactants are [N:1]1[CH:6]=[CH:5][CH:4]=[CH:3][C:2]=1[CH2:7][O:8][C:9]1[CH:14]=[CH:13][NH:12][C:11](=[O:15])[CH:10]=1.Br[C:17]1[CH:18]=[CH:19][C:20]2[C:21]3[CH2:30][N:29]([C:31]([O:33][C:34]([CH3:37])([CH3:36])[CH3:35])=[O:32])[CH2:28][CH2:27][C:22]=3[N:23]([CH3:26])[C:24]=2[CH:25]=1. No catalyst specified. The product is [CH3:26][N:23]1[C:24]2[CH:25]=[C:17]([N:12]3[CH:13]=[CH:14][C:9]([O:8][CH2:7][C:2]4[CH:3]=[CH:4][CH:5]=[CH:6][N:1]=4)=[CH:10][C:11]3=[O:15])[CH:18]=[CH:19][C:20]=2[C:21]2[CH2:30][N:29]([C:31]([O:33][C:34]([CH3:37])([CH3:36])[CH3:35])=[O:32])[CH2:28][CH2:27][C:22]1=2. The yield is 0.430. (5) The reactants are [NH:1]1[CH:5]=[C:4]([C:6]2[C:7]3[CH:14]=[CH:13][N:12]([CH2:15][O:16][CH2:17][CH2:18][Si:19]([CH3:22])([CH3:21])[CH3:20])[C:8]=3[N:9]=[CH:10][N:11]=2)[CH:3]=[N:2]1.[CH3:23][S:24][CH2:25][CH2:26]/[CH:27]=[CH:28]/[C:29]#[N:30].C1CCN2C(=NCCC2)CC1.C(#N)C. No catalyst specified. The product is [CH3:23][S:24][CH2:25][CH2:26][CH:27]([N:1]1[CH:5]=[C:4]([C:6]2[C:7]3[CH:14]=[CH:13][N:12]([CH2:15][O:16][CH2:17][CH2:18][Si:19]([CH3:22])([CH3:21])[CH3:20])[C:8]=3[N:9]=[CH:10][N:11]=2)[CH:3]=[N:2]1)[CH2:28][C:29]#[N:30]. The yield is 0.830. (6) The product is [Cl:11][C:6]1[N:5]=[CH:4][C:3]([C:12]([O:14][CH2:15][CH3:16])=[O:13])=[C:2]([NH:19][CH3:17])[C:7]=1[N+:8]([O-:10])=[O:9]. The yield is 0.690. The reactants are Cl[C:2]1[C:7]([N+:8]([O-:10])=[O:9])=[C:6]([Cl:11])[N:5]=[CH:4][C:3]=1[C:12]([O:14][CH2:15][CH3:16])=[O:13].[CH2:17]([N:19](CC)CC)C.CN. The catalyst is C(O)C.C(Cl)Cl. (7) The reactants are C(O[CH:4]=[C:5]1[C:16]2[C:8](=[CH:9][CH:10]=[C:11]3[C:15]=2[S:14][CH:13]=[N:12]3)[NH:7][C:6]1=[O:17])C.[C:18]([NH:21][S:22]([C:25]1[CH:30]=[CH:29][C:28]([NH2:31])=[CH:27][CH:26]=1)(=[O:24])=[O:23])(=[O:20])[CH3:19]. No catalyst specified. The product is [C:18]([NH:21][S:22]([C:25]1[CH:30]=[CH:29][C:28]([NH:31][CH:4]=[C:5]2[C:16]3[C:8](=[CH:9][CH:10]=[C:11]4[C:15]=3[S:14][CH:13]=[N:12]4)[NH:7][C:6]2=[O:17])=[CH:27][CH:26]=1)(=[O:24])=[O:23])(=[O:20])[CH3:19]. The yield is 0.260.